Dataset: Forward reaction prediction with 1.9M reactions from USPTO patents (1976-2016). Task: Predict the product of the given reaction. (1) Given the reactants [C:1]([NH:9][C:10]1[N:14]([C@@H:15]2[CH2:20][CH2:19][C@H:18]([C:21]([O:23][CH3:24])=[O:22])[CH2:17][CH2:16]2)[C:13]2[CH:25]=[C:26]([CH2:29]O)[CH:27]=[CH:28][C:12]=2[N:11]=1)(=[O:8])[C:2]1[CH:7]=[CH:6][CH:5]=[CH:4][CH:3]=1.S(Cl)(Cl)=O.[CH3:35][C:36]1([CH3:44])[CH2:41][CH2:40][CH2:39][C:38]([CH3:43])([CH3:42])[NH:37]1, predict the reaction product. The product is: [C:1]([NH:9][C:10]1[N:14]([C@@H:15]2[CH2:16][CH2:17][C@H:18]([C:21]([O:23][CH3:24])=[O:22])[CH2:19][CH2:20]2)[C:13]2[CH:25]=[C:26]([CH2:29][N:37]3[C:38]([CH3:43])([CH3:42])[CH2:39][CH2:40][CH2:41][C:36]3([CH3:44])[CH3:35])[CH:27]=[CH:28][C:12]=2[N:11]=1)(=[O:8])[C:2]1[CH:3]=[CH:4][CH:5]=[CH:6][CH:7]=1. (2) The product is: [C:15]([O:10][C:8]1[C:7]2[CH:11]=[CH:12][CH:13]=[CH:14][C:6]=2[O:5][CH:4]=1)(=[O:17])[CH3:16]. Given the reactants C([CH2:4][O:5][C:6]1[CH:14]=[CH:13][CH:12]=[CH:11][C:7]=1[C:8]([OH:10])=O)(O)=O.[C:15](OC(=O)C)(=[O:17])[CH3:16], predict the reaction product. (3) Given the reactants [Br:1][C:2]1[CH:10]=[CH:9][C:5]([C:6]([OH:8])=O)=[CH:4][N:3]=1.[CH3:11][C:12]1[C:13]([N:19]2[CH2:24][CH2:23][NH:22][CH2:21][CH2:20]2)=[N:14][CH:15]=[C:16]([CH3:18])[CH:17]=1.O[N:26]1C2C=CC=CC=2N=N1.Cl.C(N=C=NCCCN(C)C)C.C(=O)([O-])O.[Na+], predict the reaction product. The product is: [Br:1][C:2]1[N:3]=[CH:4][C:5]([C:6]([N:22]2[CH2:21][CH2:20][N:19]([C:13]3[C:12]([CH3:11])=[CH:17][C:16]([C:18]#[N:26])=[CH:15][N:14]=3)[CH2:24][CH2:23]2)=[O:8])=[CH:9][CH:10]=1. (4) Given the reactants [C:1](OC(=O)C)(=O)[CH3:2].[CH3:8][O:9][C:10]1[CH:19]=[C:18]([NH:20][C:21]2[S:22][C:23]3[CH2:29][CH2:28][CH2:27][CH:26]([C:30]4[CH:35]=[CH:34][CH:33]=[CH:32][CH:31]=4)[C:24]=3[N:25]=2)[CH:17]=[CH:16][C:11]=1[C:12]([NH:14][NH2:15])=[O:13], predict the reaction product. The product is: [CH3:8][O:9][C:10]1[CH:19]=[C:18]([NH:20][C:21]2[S:22][C:23]3[CH2:29][CH2:28][CH2:27][CH:26]([C:30]4[CH:35]=[CH:34][CH:33]=[CH:32][CH:31]=4)[C:24]=3[N:25]=2)[CH:17]=[CH:16][C:11]=1[C:12]1[O:13][C:1]([CH3:2])=[N:15][N:14]=1. (5) Given the reactants [Cl:1][C:2]1[N:6]2[CH:7]=[C:8]([C:15]3[CH:19]=[CH:18][O:17][CH:16]=3)[CH:9]=[C:10]([C:11]([F:14])([F:13])[F:12])[C:5]2=[N:4][C:3]=1[C:20](O)=[O:21].[CH3:23][N:24]1[CH2:28][CH2:27][N:26]([CH:29]2[CH2:34][CH2:33][NH:32][CH2:31][CH2:30]2)[C:25]1=[O:35].CN(C(ON1N=NC2C=CC=NC1=2)=[N+](C)C)C.F[P-](F)(F)(F)(F)F, predict the reaction product. The product is: [Cl:1][C:2]1[N:6]2[CH:7]=[C:8]([C:15]3[CH:19]=[CH:18][O:17][CH:16]=3)[CH:9]=[C:10]([C:11]([F:13])([F:14])[F:12])[C:5]2=[N:4][C:3]=1[C:20]([N:32]1[CH2:31][CH2:30][CH:29]([N:26]2[CH2:27][CH2:28][N:24]([CH3:23])[C:25]2=[O:35])[CH2:34][CH2:33]1)=[O:21]. (6) Given the reactants [F:1][C:2]1[CH:7]=[CH:6][C:5]([CH2:8][C:9]2[CH:10]=[C:11]([NH:20][C:21](=O)[C:22](F)(F)F)[C:12]([C:15]([O:17][CH2:18][CH3:19])=[O:16])=[N:13][CH:14]=2)=[CH:4][CH:3]=1.C(=O)([O-])[O-].[Cs+].[Cs+].ICC[CH2:36][S:37]([N:40]1[CH2:44][CH2:43][CH2:42][CH2:41]1)(=[O:39])=[O:38], predict the reaction product. The product is: [F:1][C:2]1[CH:7]=[CH:6][C:5]([CH2:8][C:9]2[CH:10]=[C:11]([NH:20][CH2:21][CH2:22][CH2:36][S:37]([N:40]3[CH2:44][CH2:43][CH2:42][CH2:41]3)(=[O:39])=[O:38])[C:12]([C:15]([O:17][CH2:18][CH3:19])=[O:16])=[N:13][CH:14]=2)=[CH:4][CH:3]=1. (7) Given the reactants [Br:1][C:2]1[NH:6][N:5]=[CH:4][CH:3]=1.Br[CH2:8][C:9]1[CH:18]=[CH:17][C:12]([C:13]([O:15][CH3:16])=[O:14])=[CH:11][CH:10]=1.C([O-])([O-])=O.[K+].[K+].CC(=O)CC, predict the reaction product. The product is: [Br:1][C:2]1[N:6]([CH2:8][C:9]2[CH:18]=[CH:17][C:12]([C:13]([O:15][CH3:16])=[O:14])=[CH:11][CH:10]=2)[N:5]=[CH:4][CH:3]=1.